From a dataset of Full USPTO retrosynthesis dataset with 1.9M reactions from patents (1976-2016). Predict the reactants needed to synthesize the given product. (1) Given the product [NH2:7][C:8]1[C:9]([CH2:34][F:35])([CH2:36][F:37])[O:10][CH2:11][C:12]([C:15]2[CH:20]=[C:19]([NH:21][C:22]([C:24]3[C:29]([CH3:30])=[CH:28][C:27]([C:31]#[N:32])=[CH:26][N:25]=3)=[O:23])[CH:18]=[CH:17][C:16]=2[F:33])([CH3:14])[N:13]=1, predict the reactants needed to synthesize it. The reactants are: C(OC(=O)[NH:7][C:8]1[C:9]([CH2:36][F:37])([CH2:34][F:35])[O:10][CH2:11][C:12]([C:15]2[CH:20]=[C:19]([NH:21][C:22]([C:24]3[C:29]([CH3:30])=[CH:28][C:27]([C:31]#[N:32])=[CH:26][N:25]=3)=[O:23])[CH:18]=[CH:17][C:16]=2[F:33])([CH3:14])[N:13]=1)(C)(C)C.C(O)(C(F)(F)F)=O.C([O-])([O-])=O.[Na+].[Na+]. (2) Given the product [C:23]([C:20]1[CH:21]=[CH:22][C:17]([NH:16][C:7](=[O:8])[C:6]2[CH:10]=[CH:11][C:12]([N+:13]([O-:15])=[O:14])=[C:4]([N+:1]([O-:3])=[O:2])[CH:5]=2)=[N:18][CH:19]=1)#[N:24], predict the reactants needed to synthesize it. The reactants are: [N+:1]([C:4]1[CH:5]=[C:6]([CH:10]=[CH:11][C:12]=1[N+:13]([O-:15])=[O:14])[C:7](Cl)=[O:8])([O-:3])=[O:2].[NH2:16][C:17]1[CH:22]=[CH:21][C:20]([C:23]#[N:24])=[CH:19][N:18]=1.N1C=CC=CC=1. (3) The reactants are: [CH3:1][C@H:2]1[C@H:6]([CH2:7][O:8][C:9]2[C:10]3[CH:24]=[CH:23][N:22]([CH2:25][O:26]CC[Si](C)(C)C)[C:11]=3[N:12]=[C:13]([NH:15][C:16]3[CH:17]=[N:18][N:19]([CH3:21])[CH:20]=3)[N:14]=2)[CH2:5][N:4]([C:33](=[O:36])[CH:34]=[CH2:35])[CH2:3]1.B(F)(F)F.CCOCC. Given the product [OH:26][CH2:25][N:22]1[C:11]2[N:12]=[C:13]([NH:15][C:16]3[CH:17]=[N:18][N:19]([CH3:21])[CH:20]=3)[N:14]=[C:9]([O:8][CH2:7][C@H:6]3[C@H:2]([CH3:1])[CH2:3][N:4]([C:33](=[O:36])[CH:34]=[CH2:35])[CH2:5]3)[C:10]=2[CH:24]=[CH:23]1, predict the reactants needed to synthesize it. (4) The reactants are: [CH:1]1([N:4]=[C:5]=[S:6])[CH2:3][CH2:2]1.[NH2:7][C:8]1[CH:42]=[CH:41][C:11]([O:12][C:13]2[CH:18]=[CH:17][N:16]=[C:15]3[CH:19]=[C:20]([C:22]4[N:27]=[CH:26][C:25]([CH2:28][N:29]([CH2:37][CH2:38][O:39][CH3:40])[C:30](=[O:36])[O:31][C:32]([CH3:35])([CH3:34])[CH3:33])=[CH:24][CH:23]=4)[S:21][C:14]=23)=[C:10]([F:43])[CH:9]=1. Given the product [CH:1]1([NH:4][C:5](=[S:6])[NH:7][C:8]2[CH:42]=[CH:41][C:11]([O:12][C:13]3[CH:18]=[CH:17][N:16]=[C:15]4[CH:19]=[C:20]([C:22]5[N:27]=[CH:26][C:25]([CH2:28][N:29]([CH2:37][CH2:38][O:39][CH3:40])[C:30](=[O:36])[O:31][C:32]([CH3:35])([CH3:34])[CH3:33])=[CH:24][CH:23]=5)[S:21][C:14]=34)=[C:10]([F:43])[CH:9]=2)[CH2:3][CH2:2]1, predict the reactants needed to synthesize it. (5) Given the product [C:19]1([CH3:29])[CH:20]=[CH:21][C:22]([S:25]([OH:28])(=[O:26])=[O:27])=[CH:23][CH:24]=1.[CH2:1]([O:8][CH2:9][CH2:10][NH2:11])[C:2]1[CH:7]=[CH:6][CH:5]=[CH:4][CH:3]=1, predict the reactants needed to synthesize it. The reactants are: [CH2:1]([O:8][CH2:9][CH2:10][NH:11]C(=O)OC(C)(C)C)[C:2]1[CH:7]=[CH:6][CH:5]=[CH:4][CH:3]=1.[C:19]1([CH3:29])[CH:24]=[CH:23][C:22]([S:25]([OH:28])(=[O:27])=[O:26])=[CH:21][CH:20]=1.